This data is from Forward reaction prediction with 1.9M reactions from USPTO patents (1976-2016). The task is: Predict the product of the given reaction. (1) Given the reactants [C:1]([C:5]1[S:9][C:8]([C:10]([NH:12][C@@H:13]([CH2:21][C:22]2[CH:27]=[CH:26][C:25](B3OC(C)(C)C(C)(C)O3)=[CH:24][CH:23]=2)[C:14]([O:16][C:17]([CH3:20])([CH3:19])[CH3:18])=[O:15])=[O:11])=[CH:7][CH:6]=1)([CH3:4])([CH3:3])[CH3:2].[Br:37][C:38]1[CH:39]=[N:40][C:41](I)=[N:42][CH:43]=1.CC#N.C1COCC1, predict the reaction product. The product is: [Br:37][C:38]1[CH:39]=[N:40][C:41]([C:25]2[CH:24]=[CH:23][C:22]([CH2:21][C@H:13]([NH:12][C:10]([C:8]3[S:9][C:5]([C:1]([CH3:2])([CH3:3])[CH3:4])=[CH:6][CH:7]=3)=[O:11])[C:14]([O:16][C:17]([CH3:20])([CH3:19])[CH3:18])=[O:15])=[CH:27][CH:26]=2)=[N:42][CH:43]=1. (2) Given the reactants ClC(OCC)=O.[Si:7]([O:14][CH2:15][CH2:16][CH:17]1[C:22]2[CH:23]=[CH:24][C:25]([C:27]([OH:29])=O)=[CH:26][C:21]=2[CH2:20][CH2:19][O:18]1)([C:10]([CH3:13])([CH3:12])[CH3:11])([CH3:9])[CH3:8].[CH2:30]([N:32](CC)[CH2:33]C)C.CNC.O1CCCC1, predict the reaction product. The product is: [Si:7]([O:14][CH2:15][CH2:16][CH:17]1[C:22]2[CH:23]=[CH:24][C:25]([C:27]([N:32]([CH3:33])[CH3:30])=[O:29])=[CH:26][C:21]=2[CH2:20][CH2:19][O:18]1)([C:10]([CH3:13])([CH3:12])[CH3:11])([CH3:9])[CH3:8]. (3) Given the reactants [Cl:1][C:2]1[CH:7]=[CH:6][C:5]([C:8]2[N:9]=[C:10]3[CH:15]=[CH:14][C:13]([CH3:16])=[CH:12][N:11]3[CH:17]=2)=[CH:4][CH:3]=1.O=P(Cl)(Cl)Cl.[C:23]([O-])([O-])=[O:24].[Na+].[Na+], predict the reaction product. The product is: [Cl:1][C:2]1[CH:3]=[CH:4][C:5]([C:8]2[N:9]=[C:10]3[CH:15]=[CH:14][C:13]([CH3:16])=[CH:12][N:11]3[C:17]=2[CH:23]=[O:24])=[CH:6][CH:7]=1. (4) Given the reactants [CH2:1]([O:3][C:4]([N:6]1[C:15]2[C:10](=[N:11][C:12]([O:16][CH3:17])=[CH:13][CH:14]=2)[C@@H:9]([NH:18][C:19]2[N:24]=[C:23]([CH2:25][C:26]3[CH:31]=[C:30]([C:32]([F:35])([F:34])[F:33])[CH:29]=[C:28]([C:36]([F:39])([F:38])[F:37])[CH:27]=3)[C:22]([O:40][CH:41]([C:43](OC)=[O:44])[CH3:42])=[CH:21][N:20]=2)[CH2:8][C@H:7]1[CH2:47][CH3:48])=[O:5])[CH3:2].[H-].C([Al+]CC(C)C)C(C)C.C(O)(=O)CC(CC(O)=O)(C(O)=O)O, predict the reaction product. The product is: [CH2:1]([O:3][C:4]([N:6]1[C:15]2[C:10](=[N:11][C:12]([O:16][CH3:17])=[CH:13][CH:14]=2)[C@@H:9]([NH:18][C:19]2[N:24]=[C:23]([CH2:25][C:26]3[CH:31]=[C:30]([C:32]([F:33])([F:34])[F:35])[CH:29]=[C:28]([C:36]([F:39])([F:37])[F:38])[CH:27]=3)[C:22]([O:40][CH:41]([CH3:42])[CH2:43][OH:44])=[CH:21][N:20]=2)[CH2:8][C@H:7]1[CH2:47][CH3:48])=[O:5])[CH3:2]. (5) Given the reactants [CH2:1]([O:8][C:9]([N:11]([CH3:18])[CH2:12][CH2:13][CH2:14][C:15]([OH:17])=O)=[O:10])[C:2]1[CH:7]=[CH:6][CH:5]=[CH:4][CH:3]=1.CCN(C(C)C)C(C)C.C1C=CC2N(O)N=NC=2C=1.[CH3:38][O:39][C:40]1[CH:45]=[CH:44][CH:43]=[C:42]([NH2:46])[C:41]=1[NH2:47].C([O-])(O)=O.[Na+], predict the reaction product. The product is: [CH2:1]([O:8][C:9](=[O:10])[N:11]([CH2:12][CH2:13][CH2:14][C:15](=[O:17])[NH:46][C:42]1[CH:43]=[CH:44][CH:45]=[C:40]([O:39][CH3:38])[C:41]=1[NH2:47])[CH3:18])[C:2]1[CH:3]=[CH:4][CH:5]=[CH:6][CH:7]=1. (6) The product is: [F:19][C:17]([F:18])([F:20])[C:13]1[CH:12]=[C:11]2[C:16]([C:8]([CH2:3][C:4]([O:6][CH3:7])=[O:5])=[CH:9][NH:10]2)=[CH:15][CH:14]=1. Given the reactants Cl.O=[C:3]([C:8]1[C:16]2[C:11](=[CH:12][C:13]([C:17]([F:20])([F:19])[F:18])=[CH:14][CH:15]=2)[NH:10][CH:9]=1)[C:4]([O:6][CH3:7])=[O:5].O=C(C1C2C(=CC=C(C(F)(F)F)C=2)NC=1)C(OC)=O, predict the reaction product.